Dataset: Full USPTO retrosynthesis dataset with 1.9M reactions from patents (1976-2016). Task: Predict the reactants needed to synthesize the given product. (1) Given the product [CH:15]1([C@H:4]2[C@H:3]([CH3:18])[C@@H:2]([NH:1][C:20]3[CH:25]=[CH:24][CH:23]=[CH:22][CH:21]=3)[C:11]3[C:6](=[CH:7][N:8]=[CH:9][CH:10]=3)[N:5]2[C:12](=[O:14])[CH3:13])[CH2:17][CH2:16]1, predict the reactants needed to synthesize it. The reactants are: [NH2:1][C@H:2]1[C:11]2[C:6](=[CH:7][N:8]=[CH:9][CH:10]=2)[N:5]([C:12](=[O:14])[CH3:13])[C@@H:4]([CH:15]2[CH2:17][CH2:16]2)[C@@H:3]1[CH3:18].Br[C:20]1[CH:25]=[CH:24][CH:23]=[CH:22][CH:21]=1.CC(C)([O-])C.[Na+].CN(C1C(C2C(P(C3CCCCC3)C3CCCCC3)=CC=CC=2)=CC=CC=1)C. (2) Given the product [CH3:1][C:2]1[CH:7]=[C:6]([N+:15]([O-:17])=[O:16])[CH:5]=[C:4]([CH3:8])[N+:3]=1[O-:9], predict the reactants needed to synthesize it. The reactants are: [CH3:1][C:2]1[CH:7]=[CH:6][CH:5]=[C:4]([CH3:8])[N+:3]=1[O-:9].C(Cl)(Cl)Cl.O.[N+:15]([O-])([OH:17])=[O:16]. (3) The reactants are: [F:1][C:2]([F:47])([F:46])[C:3]1[CH:4]=[C:5]([CH:39]=[C:40]([C:42]([F:45])([F:44])[F:43])[CH:41]=1)[CH2:6][N:7]([CH2:25][C:26]1[CH:31]=[C:30]([C:32]([F:35])([F:34])[F:33])[CH:29]=[CH:28][C:27]=1[O:36][CH2:37][CH3:38])[C:8]1[N:13]=[CH:12][C:11]([N:14]2[CH2:19][CH2:18][CH:17]([C:20]([O:22]CC)=[O:21])[CH2:16][CH2:15]2)=[CH:10][N:9]=1.[OH-].[Na+].Cl.C(OCC)(=O)C. Given the product [F:47][C:2]([F:1])([F:46])[C:3]1[CH:4]=[C:5]([CH:39]=[C:40]([C:42]([F:45])([F:44])[F:43])[CH:41]=1)[CH2:6][N:7]([CH2:25][C:26]1[CH:31]=[C:30]([C:32]([F:34])([F:35])[F:33])[CH:29]=[CH:28][C:27]=1[O:36][CH2:37][CH3:38])[C:8]1[N:13]=[CH:12][C:11]([N:14]2[CH2:19][CH2:18][CH:17]([C:20]([OH:22])=[O:21])[CH2:16][CH2:15]2)=[CH:10][N:9]=1, predict the reactants needed to synthesize it. (4) Given the product [Cl:16][C:17]1[C:23]([Cl:24])=[CH:22][CH:21]=[CH:20][C:18]=1[NH:19][C:2]1[N:7]=[C:6]([C:8]([F:11])([F:10])[F:9])[C:5]([C:12]([O:14][CH3:15])=[O:13])=[CH:4][N:3]=1, predict the reactants needed to synthesize it. The reactants are: Cl[C:2]1[N:7]=[C:6]([C:8]([F:11])([F:10])[F:9])[C:5]([C:12]([O:14][CH3:15])=[O:13])=[CH:4][N:3]=1.[Cl:16][C:17]1[C:23]([Cl:24])=[CH:22][CH:21]=[CH:20][C:18]=1[NH2:19]. (5) Given the product [Cl:1][C:2]1[CH:3]=[CH:4][C:5]([C:6]2[C:8]3[CH:13]=[CH:12][CH:11]=[CH:10][C:9]=3[C:14]3[C:15]([CH3:35])=[N:16][O:17][C:18]=3[C@H:19]([CH2:20][C:21]([O:23][C:24]([CH3:27])([CH3:25])[CH3:26])=[O:22])[N:28]=2)=[CH:36][CH:37]=1, predict the reactants needed to synthesize it. The reactants are: [Cl:1][C:2]1[CH:37]=[CH:36][C:5]([C:6]([C:8]2[CH:13]=[CH:12][CH:11]=[CH:10][C:9]=2[C:14]2[C:15]([CH3:35])=[N:16][O:17][C:18]=2[C@@H:19]([NH:28][S@@](C(C)(C)C)=O)[CH2:20][C:21]([O:23][C:24]([CH3:27])([CH3:26])[CH3:25])=[O:22])=O)=[CH:4][CH:3]=1.CCO.C(Cl)(=O)C.